This data is from Reaction yield outcomes from USPTO patents with 853,638 reactions. The task is: Predict the reaction yield, written as a fraction of the theoretical maximum amount of product (1.0 means a 100% yield; for example, 0.34 means a 34% yield). (1) The reactants are Cl[C:2]1[N:3]([C:13]2[CH:18]=[CH:17][CH:16]=[C:15]([CH2:19][OH:20])[CH:14]=2)[C:4]2[C:9]([C:10]=1[CH:11]=[O:12])=[CH:8][CH:7]=[CH:6][CH:5]=2.[NH:21]1[CH2:26][CH2:25][NH:24][CH2:23][CH2:22]1. No catalyst specified. The product is [OH:20][CH2:19][C:15]1[CH:14]=[C:13]([N:3]2[C:4]3[C:9](=[CH:8][CH:7]=[CH:6][CH:5]=3)[C:10]([CH:11]=[O:12])=[C:2]2[N:21]2[CH2:26][CH2:25][NH:24][CH2:23][CH2:22]2)[CH:18]=[CH:17][CH:16]=1. The yield is 0.320. (2) The reactants are FC(F)(F)C(O)=O.[C:8]1([C:14]2[CH:19]=[C:18]([CH:20]3[CH2:25][CH2:24][NH:23][CH2:22][CH2:21]3)[CH:17]=[CH:16][C:15]=2[NH:26][C:27]([C:29]2[NH:30][CH:31]=[C:32]([C:34]#[N:35])[N:33]=2)=[O:28])[CH2:13][CH2:12][CH2:11][CH2:10][CH:9]=1.CCN(CC)CC.C[Si]([N:47]=[C:48]=[O:49])(C)C. The catalyst is C(Cl)Cl. The product is [C:34]([C:32]1[N:33]=[C:29]([C:27]([NH:26][C:15]2[CH:16]=[CH:17][C:18]([CH:20]3[CH2:21][CH2:22][N:23]([C:48]([NH2:47])=[O:49])[CH2:24][CH2:25]3)=[CH:19][C:14]=2[C:8]2[CH2:13][CH2:12][CH2:11][CH2:10][CH:9]=2)=[O:28])[NH:30][CH:31]=1)#[N:35]. The yield is 0.700.